Predict the reactants needed to synthesize the given product. From a dataset of Full USPTO retrosynthesis dataset with 1.9M reactions from patents (1976-2016). Given the product [Cl:8][C:5]1[N:4]=[CH:3][C:2]([S:13]([Cl:16])(=[O:15])=[O:14])=[CH:7][CH:6]=1, predict the reactants needed to synthesize it. The reactants are: N[C:2]1[CH:3]=[N:4][C:5]([Cl:8])=[CH:6][CH:7]=1.N([O-])=O.[Na+].[S:13](=[O:15])=[O:14].[ClH:16].